Task: Predict which catalyst facilitates the given reaction.. Dataset: Catalyst prediction with 721,799 reactions and 888 catalyst types from USPTO (1) The catalyst class is: 7. Reactant: [Mg].C(Br)C.C[Si](C)(C)[O:7][CH2:8][C:9]#[CH:10].[Cl:13][C:14]1[CH:15]=[C:16]([C:21](=[O:26])[C:22]([F:25])([F:24])[F:23])[CH:17]=[C:18]([Cl:20])[CH:19]=1. Product: [Cl:13][C:14]1[CH:15]=[C:16]([C:21]([OH:26])([C:22]([F:23])([F:24])[F:25])[C:10]#[C:9][CH2:8][OH:7])[CH:17]=[C:18]([Cl:20])[CH:19]=1. (2) Reactant: [Si:1]([O:8][C:9]1[CH:10]=[C:11]2[C:15](=[CH:16][CH:17]=1)[NH:14][N:13]=[C:12]2[I:18])([C:4]([CH3:7])([CH3:6])[CH3:5])([CH3:3])[CH3:2].[CH3:19][C:20]([O:23][C:24](O[C:24]([O:23][C:20]([CH3:22])([CH3:21])[CH3:19])=[O:25])=[O:25])([CH3:22])[CH3:21].CCN(CC)CC. Product: [Si:1]([O:8][C:9]1[CH:10]=[C:11]2[C:15](=[CH:16][CH:17]=1)[N:14]([C:24]([O:23][C:20]([CH3:22])([CH3:21])[CH3:19])=[O:25])[N:13]=[C:12]2[I:18])([C:4]([CH3:7])([CH3:5])[CH3:6])([CH3:3])[CH3:2]. The catalyst class is: 154. (3) The catalyst class is: 4. Product: [F:38][C@H:17]1[C@H:16]([OH:15])[C@@H:20]([CH2:21][OH:22])[S:19][CH:18]1[N:30]1[CH:37]=[CH:36][C:34]([NH2:35])=[N:33][C:31]1=[O:32]. Reactant: B(Br)(Br)Br.ClCCl.C([O:15][C@@H:16]1[C@@H:20]([CH2:21][O:22]CC2C=CC=CC=2)[S:19][CH:18]([N:30]2[CH:37]=[CH:36][C:34]([NH2:35])=[N:33][C:31]2=[O:32])[C@H:17]1[F:38])C1C=CC=CC=1.CCCCCC. (4) Reactant: [CH:1](=O)[C:2]1[CH:7]=[CH:6][CH:5]=[CH:4][CH:3]=1.[CH3:9][NH2:10].[BH4-].[Na+]. Product: [CH3:9][NH:10][CH2:1][C:2]1[CH:7]=[CH:6][CH:5]=[CH:4][CH:3]=1. The catalyst class is: 5. (5) Reactant: [NH2:1][C:2]1[C:7]([Cl:8])=[CH:6][C:5]([Cl:9])=[CH:4][N:3]=1.[C:10]1(=O)[CH2:15][CH2:14][CH2:13][C:12](=[O:16])[CH2:11]1.O.C1(C)C=CC(S(O)(=O)=O)=CC=1.C(=O)(O)[O-].[Na+]. Product: [Cl:8][C:7]1[C:2]([NH:1][C:10]2[CH2:15][CH2:14][CH2:13][C:12](=[O:16])[CH:11]=2)=[N:3][CH:4]=[C:5]([Cl:9])[CH:6]=1. The catalyst class is: 11.